Dataset: Catalyst prediction with 721,799 reactions and 888 catalyst types from USPTO. Task: Predict which catalyst facilitates the given reaction. (1) Reactant: B(Cl)(Cl)Cl.[O:5]1[CH2:10][CH2:9][NH:8][C:7]2[CH:11]=[CH:12][CH:13]=[CH:14][C:6]1=2.[Cl-].[Al+3].[Cl-].[Cl-].[CH3:19][C:20]1[CH:21]=[C:22]([CH:25]=[CH:26][CH:27]=1)[C:23]#N.Cl.[OH-:29].[Na+]. Product: [O:5]1[CH2:10][CH2:9][NH:8][C:7]2[C:11]([C:23]([C:22]3[CH:21]=[C:20]([CH3:19])[CH:27]=[CH:26][CH:25]=3)=[O:29])=[CH:12][CH:13]=[CH:14][C:6]1=2. The catalyst class is: 11. (2) Reactant: [F:1][C:2]([F:31])([F:30])[C:3]1[CH:4]=[C:5]([C@H:13]([O:15][C@@H:16]2[C@@H:21]([C:22]3[CH:27]=[CH:26][C:25]([F:28])=[CH:24][CH:23]=3)[CH2:20][NH:19][C:18](=[S:29])[CH2:17]2)[CH3:14])[CH:6]=[C:7]([C:9]([F:12])([F:11])[F:10])[CH:8]=1.[H-].[Na+].I[CH3:35]. Product: [F:31][C:2]([F:1])([F:30])[C:3]1[CH:4]=[C:5]([C@H:13]([O:15][C@H:16]2[CH2:17][C:18]([S:29][CH3:35])=[N:19][CH2:20][C@@H:21]2[C:22]2[CH:27]=[CH:26][C:25]([F:28])=[CH:24][CH:23]=2)[CH3:14])[CH:6]=[C:7]([C:9]([F:11])([F:12])[F:10])[CH:8]=1. The catalyst class is: 1. (3) Reactant: [NH2:1][C:2]1[C:3]([NH:9][CH2:10][C:11]2[CH:16]=[CH:15][C:14]([C:17]3[CH:22]=[CH:21][CH:20]=[CH:19][CH:18]=3)=[CH:13][C:12]=2[Cl:23])=[N:4][C:5]([Br:8])=[CH:6][CH:7]=1.[CH2:24]([O:26][C:27](OCC)(OCC)OCC)[CH3:25]. Product: [Br:8][C:5]1[N:4]=[C:3]2[N:9]([CH2:10][C:11]3[CH:16]=[CH:15][C:14]([C:17]4[CH:22]=[CH:21][CH:20]=[CH:19][CH:18]=4)=[CH:13][C:12]=3[Cl:23])[C:27]([O:26][CH2:24][CH3:25])=[N:1][C:2]2=[CH:7][CH:6]=1. The catalyst class is: 15. (4) Reactant: [C-:1]#[N:2].[Na+].[N+:4]([C:7]1[CH:8]=[C:9]([CH:12]=[CH:13][CH:14]=1)[CH2:10]Br)([O-:6])=[O:5]. Product: [N+:4]([C:7]1[CH:8]=[C:9]([CH2:10][C:1]#[N:2])[CH:12]=[CH:13][CH:14]=1)([O-:6])=[O:5]. The catalyst class is: 226.